Task: Predict the reaction yield, written as a fraction of the theoretical maximum amount of product (1.0 means a 100% yield; for example, 0.34 means a 34% yield).. Dataset: Reaction yield outcomes from USPTO patents with 853,638 reactions (1) The reactants are [C:1]([C:4]1[C:22](=[O:23])[C@@:8]2([CH3:24])[C:9]3[C:15]([OH:16])=[CH:14][C:13]([O:17][CH3:18])=[C:12]([C:19]([NH2:21])=[O:20])[C:10]=3[O:11][C:7]2=[CH:6][C:5]=1[OH:25])(=[O:3])[CH3:2].[CH3:26][O:27][C:28]1[C:37]2[C:32](=[CH:33][CH:34]=[CH:35][CH:36]=2)[C:31]([CH:38]=O)=[CH:30][CH:29]=1.C([SiH](CC)CC)C.FC(F)(F)C(O)=O. The catalyst is C(#N)C. The product is [C:1]([C:4]1[C:22](=[O:23])[C@@:8]2([CH3:24])[C:9]3[C:15]([OH:16])=[CH:14][C:13]([O:17][CH3:18])=[C:12]([C:19]([NH:21][CH2:38][C:31]4[C:32]5[C:37](=[CH:36][CH:35]=[CH:34][CH:33]=5)[C:28]([O:27][CH3:26])=[CH:29][CH:30]=4)=[O:20])[C:10]=3[O:11][C:7]2=[CH:6][C:5]=1[OH:25])(=[O:3])[CH3:2]. The yield is 0.550. (2) The product is [CH3:27][N:24]([CH2:25][CH2:26][CH2:16][CH2:17][CH3:18])[C:9]([C:6]1[N:7]=[N:8][C:3]([Cl:14])=[CH:4][CH:5]=1)=[O:11]. The yield is 0.990. The catalyst is C(Cl)(Cl)Cl.CN(C=O)C. The reactants are O.O=[C:3]1[NH:8][N:7]=[C:6]([C:9]([OH:11])=O)[CH:5]=[CH:4]1.S(Cl)([Cl:14])=O.[CH2:16](N)[CH2:17][CH2:18]CC.C([N:24]([CH2:27]C)[CH2:25][CH3:26])C. (3) The reactants are Cl.[N:2]12[CH2:9][CH2:8][CH:5]([CH2:6][CH2:7]1)[C@@H:4]([OH:10])[CH2:3]2. The catalyst is [OH-].[Na+]. The product is [N:2]12[CH2:9][CH2:8][CH:5]([CH2:6][CH2:7]1)[C@@H:4]([OH:10])[CH2:3]2. The yield is 0.990. (4) The reactants are [F:1][CH2:2][CH2:3][O:4][C:5]1[N:9]([C:10]2[CH:15]=[CH:14][N:13]=[C:12]([NH2:16])[N:11]=2)[C:8]2[CH:17]=[C:18]([C:21]#[C:22][Si](C)(C)C)[CH:19]=[CH:20][C:7]=2[N:6]=1.[F-].[K+]. The catalyst is CO. The product is [C:21]([C:18]1[CH:19]=[CH:20][C:7]2[N:6]=[C:5]([O:4][CH2:3][CH2:2][F:1])[N:9]([C:10]3[CH:15]=[CH:14][N:13]=[C:12]([NH2:16])[N:11]=3)[C:8]=2[CH:17]=1)#[CH:22]. The yield is 0.870. (5) The reactants are [CH3:1][N:2]([CH2:4][C:5]1[CH:6]=[C:7]([NH:11][C:12]([C@H:14]([NH:26][C:27]([N:29]2[CH2:34][CH2:33][NH:32][CH2:31][CH2:30]2)=[O:28])[C@H:15]([C:17]2[C:25]3[C:20](=[CH:21][CH:22]=[CH:23][CH:24]=3)[NH:19][CH:18]=2)[CH3:16])=[O:13])[CH:8]=[CH:9][CH:10]=1)[CH3:3].[C:35]1(=O)[CH2:40][CH2:39][CH2:38][CH2:37][CH2:36]1.C(O[BH-](OC(=O)C)OC(=O)C)(=O)C.[Na+].C(=O)([O-])O.[Na+]. The catalyst is C(O)C.C(OCC)(=O)C.C(O)(=O)C. The product is [CH:35]1([N:32]2[CH2:33][CH2:34][N:29]([C:27]([NH:26][C@@H:14]([C:12]([NH:11][C:7]3[CH:8]=[CH:9][CH:10]=[C:5]([CH2:4][N:2]([CH3:3])[CH3:1])[CH:6]=3)=[O:13])[C@H:15]([C:17]3[C:25]4[C:20](=[CH:21][CH:22]=[CH:23][CH:24]=4)[NH:19][CH:18]=3)[CH3:16])=[O:28])[CH2:30][CH2:31]2)[CH2:40][CH2:39][CH2:38][CH2:37][CH2:36]1. The yield is 0.250. (6) The reactants are ClC1C=CC=C(C(OO)=[O:9])C=1.[CH3:12][C@H:13]1[C:21]2[C:20]([N:22]3[CH2:27][CH2:26][N:25]([C:28]([O:30][C:31]([CH3:34])([CH3:33])[CH3:32])=[O:29])[CH2:24][CH2:23]3)=[N:19][CH:18]=[N:17][C:16]=2[CH2:15][CH2:14]1.C([O-])(O)=O.[Na+].[O-]S([O-])(=S)=O.[Na+].[Na+].C([O-])([O-])=O.[Na+].[Na+]. The catalyst is C(Cl)(Cl)Cl.O. The product is [C:31]([O:30][C:28]([N:25]1[CH2:24][CH2:23][N:22]([C:20]2[N:19]=[CH:18][N+:17]([O-:9])=[C:16]3[CH2:15][CH2:14][C@@H:13]([CH3:12])[C:21]=23)[CH2:27][CH2:26]1)=[O:29])([CH3:33])([CH3:32])[CH3:34]. The yield is 1.00. (7) The reactants are [C:1]1([CH:7]2[O:9][CH:8]2[CH2:10][CH2:11][OH:12])[CH:6]=[CH:5][CH:4]=[CH:3][CH:2]=1.[I-].[Mg+2].[I-]. The catalyst is C1COCC1. The product is [C:1]1([CH:7]2[CH:11]([OH:12])[CH2:10][CH2:8][O:9]2)[CH:2]=[CH:3][CH:4]=[CH:5][CH:6]=1. The yield is 1.00. (8) The reactants are [CH3:1][N:2]1[CH2:11][CH2:10][C:9]2[NH:8][C:7](=O)[CH:6]=[CH:5][C:4]=2[CH2:3]1.P(Cl)(Cl)(Cl)(Cl)[Cl:14].[OH-].[Na+]. The catalyst is O=P(Cl)(Cl)Cl. The product is [Cl:14][C:7]1[CH:6]=[CH:5][C:4]2[CH2:3][N:2]([CH3:1])[CH2:11][CH2:10][C:9]=2[N:8]=1. The yield is 0.200.